Predict the reactants needed to synthesize the given product. From a dataset of Full USPTO retrosynthesis dataset with 1.9M reactions from patents (1976-2016). (1) Given the product [F:26][C:27]1[CH:34]=[CH:33][C:30]([CH2:31][NH:32][C:14]([C:12]2[N:13]=[C:8]([CH2:7][C:2]3[CH:3]=[CH:4][CH:5]=[CH:6][C:1]=3[C:20]3[CH:25]=[CH:24][CH:23]=[CH:22][CH:21]=3)[NH:9][C:10](=[O:19])[C:11]=2[OH:18])=[O:15])=[CH:29][CH:28]=1, predict the reactants needed to synthesize it. The reactants are: [C:1]1([C:20]2[CH:25]=[CH:24][CH:23]=[CH:22][CH:21]=2)[CH:6]=[CH:5][CH:4]=[CH:3][C:2]=1[CH2:7][C:8]1[NH:9][C:10](=[O:19])[C:11]([OH:18])=[C:12]([C:14](OC)=[O:15])[N:13]=1.[F:26][C:27]1[CH:34]=[CH:33][C:30]([CH2:31][NH2:32])=[CH:29][CH:28]=1. (2) Given the product [NH2:1][C:2]1[C:10]([NH2:11])=[CH:9][C:8]([C:12]2[C:13]([CH3:18])=[N:14][O:15][C:16]=2[CH3:17])=[CH:7][C:3]=1[C:4]([N:27]([O:26][CH3:22])[CH3:28])=[O:6], predict the reactants needed to synthesize it. The reactants are: [NH2:1][C:2]1[C:10]([NH2:11])=[CH:9][C:8]([C:12]2[C:13]([CH3:18])=[N:14][O:15][C:16]=2[CH3:17])=[CH:7][C:3]=1[C:4]([OH:6])=O.CN([C:22]([O:26][N:27]1N=NC2C=CC=N[C:28]1=2)=[N+](C)C)C.F[P-](F)(F)(F)(F)F.CCN(C(C)C)C(C)C.Cl.CNOC. (3) Given the product [Cl:1][C:2]1[CH:7]=[CH:6][CH:5]=[C:4]([Cl:8])[N+:3]=1[O-:12], predict the reactants needed to synthesize it. The reactants are: [Cl:1][C:2]1[CH:7]=[CH:6][CH:5]=[C:4]([Cl:8])[N:3]=1.FC(F)(F)C(O)=[O:12].OO.S(=O)(=O)(O)O. (4) Given the product [C:23]([NH:1][C:2]1[N:7]=[C:6]([C:8]([NH:10][C@@H:11]([C:13]2[CH:18]=[CH:17][CH:16]=[C:15]([C:19]([F:22])([F:20])[F:21])[CH:14]=2)[CH3:12])=[O:9])[CH:5]=[CH:4][N:3]=1)(=[O:26])[CH2:24][CH3:25], predict the reactants needed to synthesize it. The reactants are: [NH2:1][C:2]1[N:7]=[C:6]([C:8]([NH:10][C@@H:11]([C:13]2[CH:18]=[CH:17][CH:16]=[C:15]([C:19]([F:22])([F:21])[F:20])[CH:14]=2)[CH3:12])=[O:9])[CH:5]=[CH:4][N:3]=1.[C:23](Cl)(=[O:26])[CH2:24][CH3:25]. (5) Given the product [F:42][C:39]([F:40])([F:41])[CH2:38][O:37][C:29]1[CH:28]=[C:27]([C:25]2[CH:24]=[C:23]([C:43]([F:45])([F:46])[F:44])[N:22]=[C:21]([C:17]3[CH:16]=[C:15]([C:11]4[CH:12]=[CH:13][CH:14]=[C:9]([S:6]([NH2:5])(=[O:8])=[O:7])[CH:10]=4)[CH:20]=[CH:19][CH:18]=3)[N:26]=2)[CH:32]=[CH:31][C:30]=1[C:33]([F:34])([F:35])[F:36], predict the reactants needed to synthesize it. The reactants are: C([NH:5][S:6]([C:9]1[CH:10]=[C:11]([C:15]2[CH:20]=[CH:19][CH:18]=[C:17]([C:21]3[N:26]=[C:25]([C:27]4[CH:32]=[CH:31][C:30]([C:33]([F:36])([F:35])[F:34])=[C:29]([O:37][CH2:38][C:39]([F:42])([F:41])[F:40])[CH:28]=4)[CH:24]=[C:23]([C:43]([F:46])([F:45])[F:44])[N:22]=3)[CH:16]=2)[CH:12]=[CH:13][CH:14]=1)(=[O:8])=[O:7])(C)(C)C.C(O)(C(F)(F)F)=O. (6) Given the product [OH:5][C:3]([C:2]([F:7])([F:6])[F:1])=[O:4].[CH3:8][P:9]([CH3:11])(=[O:10])[O:12][CH2:13][CH:14]1[CH2:17][NH:16][CH2:15]1, predict the reactants needed to synthesize it. The reactants are: [F:1][C:2]([F:7])([F:6])[C:3]([OH:5])=[O:4].[CH3:8][P:9]([O:12][CH2:13][CH:14]1[CH2:17][N:16](C(OC(C)(C)C)=O)[CH2:15]1)([CH3:11])=[O:10]. (7) Given the product [CH3:15][C@H:14]1[CH2:16][C@@H:17]([OH:18])[C@H:11]([C:9]([CH3:10])=[CH2:8])[CH2:12][CH2:13]1, predict the reactants needed to synthesize it. The reactants are: C([Al](CC)CC)C.[CH3:8][C:9](=[CH:11][CH2:12][CH2:13][CH:14]([CH2:16][CH:17]=[O:18])[CH3:15])[CH3:10].C(OC(=O)C)(=O)C.[OH-].[Na+].